From a dataset of Forward reaction prediction with 1.9M reactions from USPTO patents (1976-2016). Predict the product of the given reaction. (1) Given the reactants [CH2:1]([NH:3][C:4]1[N:5]=[CH:6][C:7]2[C:16](=[O:17])[N:15]([C:18]3[CH:19]=[N:20][CH:21]=[C:22]([N:24]4[CH2:29][CH2:28][NH:27][CH2:26][CH2:25]4)[CH:23]=3)[CH2:14][C@H:13]3[N:9]([CH2:10][CH2:11][CH2:12]3)[C:8]=2[N:30]=1)[CH3:2].C=O.[C:33](O[BH-](OC(=O)C)OC(=O)C)(=O)C.[Na+].C(=O)(O)[O-].[Na+], predict the reaction product. The product is: [CH2:1]([NH:3][C:4]1[N:5]=[CH:6][C:7]2[C:16](=[O:17])[N:15]([C:18]3[CH:19]=[N:20][CH:21]=[C:22]([N:24]4[CH2:29][CH2:28][N:27]([CH3:33])[CH2:26][CH2:25]4)[CH:23]=3)[CH2:14][C@H:13]3[N:9]([CH2:10][CH2:11][CH2:12]3)[C:8]=2[N:30]=1)[CH3:2]. (2) Given the reactants [Si:1]([O:8][CH2:9][CH2:10][CH2:11][C:12]([NH:14][CH2:15][C:16]1[N:17]=[C:18]2[CH:24]=[C:23]([C:25]3[C:33]4[C:28](=[CH:29][CH:30]=[C:31]([O:34][CH3:35])[CH:32]=4)[N:27]([CH3:36])[CH:26]=3)[N:22]([CH2:37][O:38][CH2:39][CH2:40][Si:41]([CH3:44])([CH3:43])[CH3:42])[C:19]2=[N:20][CH:21]=1)=O)([C:4]([CH3:7])([CH3:6])[CH3:5])([CH3:3])[CH3:2].COC1C=CC(P2(SP(C3C=CC(OC)=CC=3)(=S)S2)=[S:54])=CC=1, predict the reaction product. The product is: [Si:1]([O:8][CH2:9][CH2:10][CH2:11][C:12](=[S:54])[NH:14][CH2:15][C:16]1[N:17]=[C:18]2[CH:24]=[C:23]([C:25]3[C:33]4[C:28](=[CH:29][CH:30]=[C:31]([O:34][CH3:35])[CH:32]=4)[N:27]([CH3:36])[CH:26]=3)[N:22]([CH2:37][O:38][CH2:39][CH2:40][Si:41]([CH3:44])([CH3:43])[CH3:42])[C:19]2=[N:20][CH:21]=1)([C:4]([CH3:7])([CH3:6])[CH3:5])([CH3:3])[CH3:2]. (3) Given the reactants C1C=CC(C2C=CC=CC=2)=CC=1.C1C=CC(OC2C=CC=CC=2)=CC=1.[CH3:26][O:27][C:28]1[N:33]=[CH:32][C:31]([NH:34][CH:35]=[C:36]([C:42](=[O:46])[CH:43]([CH3:45])[CH3:44])[C:37]([O:39]CC)=O)=[CH:30][CH:29]=1, predict the reaction product. The product is: [OH:39][C:37]1[C:32]2[C:31](=[CH:30][CH:29]=[C:28]([O:27][CH3:26])[N:33]=2)[N:34]=[CH:35][C:36]=1[C:42](=[O:46])[CH:43]([CH3:44])[CH3:45].